From a dataset of Full USPTO retrosynthesis dataset with 1.9M reactions from patents (1976-2016). Predict the reactants needed to synthesize the given product. Given the product [CH3:1][Si:2]([CH3:52])([O:7][C@@H:8]1[C@H:21]([O:22][Si:23]([CH3:28])([CH3:29])[C:24]([CH3:27])([CH3:25])[CH3:26])[C@@H:11]([CH2:12][O:13][Si:14]([CH3:20])([CH3:19])[C:15]([CH3:17])([CH3:18])[CH3:16])[O:10][C@H:9]1[N:30]1[CH:38]=[N:37][C:36]2[C:31]1=[N:32][C:33]([C:40]1[CH:41]=[N:42][N:43]([CH:54]([CH3:55])[CH3:58])[CH:44]=1)=[N:34][C:35]=2[NH2:39])[C:3]([CH3:6])([CH3:5])[CH3:4], predict the reactants needed to synthesize it. The reactants are: [CH3:1][Si:2]([CH3:52])([O:7][C@@H:8]1[C@H:12]([O:13][Si:14]([CH3:20])([CH3:19])[C:15]([CH3:18])([CH3:17])[CH3:16])[C@@H:11]([CH2:21][O:22][Si:23]([CH3:29])([CH3:28])[C:24]([CH3:27])([CH3:26])[CH3:25])[O:10][C@H:9]1[N:30]1[CH:38]=[N:37][C:36]2[C:31]1=[N:32][C:33]([C:40]1[CH:41]=[N:42][N:43](CC3C=CC=CC=3)[CH:44]=1)=[N:34][C:35]=2[NH2:39])[C:3]([CH3:6])([CH3:5])[CH3:4].I[C:54]1[C:55](C(C)C)=NN[CH:58]=1.IC1C=CC(CC2C=CNN=2)=CC=1.